This data is from Full USPTO retrosynthesis dataset with 1.9M reactions from patents (1976-2016). The task is: Predict the reactants needed to synthesize the given product. (1) The reactants are: [F:1][C:2]([F:34])([F:33])[C:3]1[CH:4]=[C:5]([CH:26]=[C:27]([C:29]([F:32])([F:31])[F:30])[CH:28]=1)[C:6]([N:8]1[CH2:25][CH2:24][C:11]2([C:15](=[O:16])[NH:14][CH:13]=[C:12]2[C:17]2[CH:22]=[CH:21][CH:20]=[CH:19][C:18]=2[CH3:23])[CH2:10][CH2:9]1)=[O:7].[CH:35]1([CH2:38]Br)[CH2:37][CH2:36]1. Given the product [F:32][C:29]([F:30])([F:31])[C:27]1[CH:26]=[C:5]([CH:4]=[C:3]([C:2]([F:1])([F:33])[F:34])[CH:28]=1)[C:6]([N:8]1[CH2:25][CH2:24][C:11]2([C:15](=[O:16])[N:14]([CH2:38][CH:35]3[CH2:37][CH2:36]3)[CH:13]=[C:12]2[C:17]2[CH:22]=[CH:21][CH:20]=[CH:19][C:18]=2[CH3:23])[CH2:10][CH2:9]1)=[O:7], predict the reactants needed to synthesize it. (2) Given the product [CH3:5][O:4][C:2](=[O:3])[NH:6][CH2:7][C@@H:8]1[O:12][C:11](=[O:13])[N:10]([C:14]2[CH:15]=[C:16]3[C:20](=[CH:21][CH:22]=2)[N:19]([CH2:23][CH2:24][F:25])[C:18](=[O:26])[CH2:17]3)[CH2:9]1, predict the reactants needed to synthesize it. The reactants are: Cl[C:2]([O:4][CH3:5])=[O:3].[NH2:6][CH2:7][C@H:8]1[O:12][C:11](=[O:13])[N:10]([C:14]2[CH:15]=[C:16]3[C:20](=[CH:21][CH:22]=2)[N:19]([CH2:23][CH2:24][F:25])[C:18](=[O:26])[CH2:17]3)[CH2:9]1.C(N(C(C)C)CC)(C)C.